From a dataset of Reaction yield outcomes from USPTO patents with 853,638 reactions. Predict the reaction yield, written as a fraction of the theoretical maximum amount of product (1.0 means a 100% yield; for example, 0.34 means a 34% yield). The reactants are Br[CH2:2][C:3]1[CH:26]=[CH:25][C:6]([C:7]([NH:9][N:10]([C:21]([CH3:24])([CH3:23])[CH3:22])[C:11](=[O:20])[C:12]2[CH:17]=[C:16]([CH3:18])[CH:15]=[C:14]([CH3:19])[CH:13]=2)=[O:8])=[CH:5][C:4]=1[B:27]1[O:31]C(C)(C)C(C)(C)[O:28]1.[CH3:36][NH:37][CH3:38].O.Cl. The catalyst is C1COCC1. The product is [C:21]([N:10]([C:11](=[O:20])[C:12]1[CH:17]=[C:16]([CH3:18])[CH:15]=[C:14]([CH3:19])[CH:13]=1)[NH:9][C:7]([C:6]1[CH:25]=[CH:26][C:3]([CH2:2][N:37]([CH3:38])[CH3:36])=[C:4]([B:27]([OH:28])[OH:31])[CH:5]=1)=[O:8])([CH3:24])([CH3:23])[CH3:22]. The yield is 0.750.